Dataset: Forward reaction prediction with 1.9M reactions from USPTO patents (1976-2016). Task: Predict the product of the given reaction. Given the reactants [CH:1]1([NH:4][C:5](=[O:23])[C:6]2[CH:11]=[C:10]([F:12])[C:9]([CH3:13])=[C:8](B3OC(C)(C)C(C)(C)O3)[CH:7]=2)[CH2:3][CH2:2]1.Cl[C:25]1[CH:34]=[CH:33][C:28]([C:29]([O:31]C)=[O:30])=[CH:27][N:26]=1.C(=O)([O-])O.[Na+], predict the reaction product. The product is: [CH:1]1([NH:4][C:5]([C:6]2[CH:11]=[C:10]([F:12])[C:9]([CH3:13])=[C:8]([C:25]3[CH:34]=[CH:33][C:28]([C:29]([OH:31])=[O:30])=[CH:27][N:26]=3)[CH:7]=2)=[O:23])[CH2:2][CH2:3]1.